Dataset: Forward reaction prediction with 1.9M reactions from USPTO patents (1976-2016). Task: Predict the product of the given reaction. (1) Given the reactants [CH3:1][O:2][CH2:3][CH:4]([NH:16][C:17]([N:19]1[CH2:24][C:23](=[O:25])[NH:22][C:21]2[CH:26]=[C:27]([CH3:30])[CH:28]=[N:29][C:20]1=2)=[O:18])[C:5]1[CH:10]=[CH:9][C:8]([O:11][C:12]([F:15])([F:14])[F:13])=[CH:7][CH:6]=1, predict the reaction product. The product is: [CH3:1][O:2][CH2:3][C@@H:4]([NH:16][C:17]([N:19]1[CH2:24][C:23](=[O:25])[NH:22][C:21]2[CH:26]=[C:27]([CH3:30])[CH:28]=[N:29][C:20]1=2)=[O:18])[C:5]1[CH:6]=[CH:7][C:8]([O:11][C:12]([F:15])([F:13])[F:14])=[CH:9][CH:10]=1. (2) Given the reactants [CH:1]1([C:7]2[C:8]3[CH:9]=[CH:10][C:11]([C:31](=[O:39])[NH:32][S:33]([CH:36]4[CH2:38][CH2:37]4)(=[O:35])=[O:34])=[CH:12][C:13]=3[N:14]3[CH2:20][C:19]([C:21]([O:23]C)=[O:22])=[CH:18][C:17]4[CH:25]=[C:26]([O:29][CH3:30])[CH:27]=[CH:28][C:16]=4[C:15]=23)[CH2:6][CH2:5][CH2:4][CH2:3][CH2:2]1.[OH-].[Na+].Cl.C1COCC1, predict the reaction product. The product is: [CH:1]1([C:7]2[C:8]3[CH:9]=[CH:10][C:11]([C:31](=[O:39])[NH:32][S:33]([CH:36]4[CH2:37][CH2:38]4)(=[O:35])=[O:34])=[CH:12][C:13]=3[N:14]3[CH2:20][C:19]([C:21]([OH:23])=[O:22])=[CH:18][C:17]4[CH:25]=[C:26]([O:29][CH3:30])[CH:27]=[CH:28][C:16]=4[C:15]=23)[CH2:2][CH2:3][CH2:4][CH2:5][CH2:6]1. (3) Given the reactants [Cl:1][C:2]1[CH:7]=[C:6]([C:8]#[C:9][C:10]2[N:11]=[C:12]([CH3:23])[N:13]([C:15]3[CH:20]=[C:19]([F:21])[CH:18]=[C:17]([F:22])[CH:16]=3)[CH:14]=2)[CH:5]=[CH:4][N:3]=1.[CH:24]([N-]C(C)C)(C)C.[Li+], predict the reaction product. The product is: [Cl:1][C:2]1[CH:7]=[C:6]([C:8]#[C:9][C:10]2[N:11]=[C:12]([CH3:23])[N:13]([C:15]3[CH:20]=[C:19]([F:21])[CH:18]=[C:17]([F:22])[CH:16]=3)[C:14]=2[CH3:24])[CH:5]=[CH:4][N:3]=1. (4) Given the reactants C([O:8][C:9]1[CH:14]=[C:13]([N+:15]([O-])=O)[CH:12]=[CH:11][C:10]=1[C:18]1[O:19][C@@H:20]([CH3:28])[C@@H:21]([C:23]([NH:25][CH2:26][CH3:27])=[O:24])[N:22]=1)C1C=CC=CC=1, predict the reaction product. The product is: [NH2:15][C:13]1[CH:12]=[CH:11][C:10]([C:18]2[O:19][C@@H:20]([CH3:28])[C@@H:21]([C:23]([NH:25][CH2:26][CH3:27])=[O:24])[N:22]=2)=[C:9]([OH:8])[CH:14]=1. (5) Given the reactants C([N:8]1[CH2:13][CH2:12][CH:11]([CH:14]([C:22]2[CH:27]=[CH:26][C:25]([F:28])=[CH:24][CH:23]=2)[C:15]2[CH:20]=[CH:19][C:18]([F:21])=[CH:17][CH:16]=2)[C:10](=[O:29])[CH2:9]1)C1C=CC=CC=1.[H][H], predict the reaction product. The product is: [F:21][C:18]1[CH:19]=[CH:20][C:15]([CH:14]([C:22]2[CH:23]=[CH:24][C:25]([F:28])=[CH:26][CH:27]=2)[CH:11]2[CH2:12][CH2:13][NH:8][CH2:9][C:10]2=[O:29])=[CH:16][CH:17]=1. (6) The product is: [NH2:4][CH2:3][C:2]([CH3:1])([CH3:39])[CH2:12][N:13]1[C:17]2[CH:18]=[CH:19][CH:20]=[CH:21][C:16]=2[N:15]=[C:14]1[CH2:22][N:23]([CH2:34][CH2:35][CH:36]([CH3:37])[CH3:38])[CH:24]1[C:33]2[N:32]=[CH:31][CH:30]=[CH:29][C:28]=2[CH2:27][CH2:26][CH2:25]1. Given the reactants [CH3:1][C:2]([CH3:39])([CH2:12][N:13]1[C:17]2[CH:18]=[CH:19][CH:20]=[CH:21][C:16]=2[N:15]=[C:14]1[CH2:22][N:23]([CH2:34][CH2:35][CH:36]([CH3:38])[CH3:37])[CH:24]1[C:33]2[N:32]=[CH:31][CH:30]=[CH:29][C:28]=2[CH2:27][CH2:26][CH2:25]1)[CH2:3][NH:4]C(=O)OC(C)(C)C.N1CC(CN2C3C=CC=CC=3N=C2CN(C)C2C3N=CC=CC=3CCC2)C1, predict the reaction product. (7) The product is: [N:1]1[C:6]2=[N:7][N:8]3[CH:13]=[CH:12][CH:11]=[CH:10][C:9]3=[C:5]2[C:4]([NH:14][C:16]([NH:15][C:18]2[CH:23]=[CH:22][CH:21]=[C:20]([C:24]([F:25])([F:26])[F:27])[CH:19]=2)=[O:17])=[N:3][CH:2]=1. Given the reactants [N:1]1[C:6]2=[N:7][N:8]3[CH:13]=[CH:12][CH:11]=[CH:10][C:9]3=[C:5]2[C:4]([NH2:14])=[N:3][CH:2]=1.[N:15]([C:18]1[CH:23]=[CH:22][CH:21]=[C:20]([C:24]([F:27])([F:26])[F:25])[CH:19]=1)=[C:16]=[O:17], predict the reaction product.